Dataset: Forward reaction prediction with 1.9M reactions from USPTO patents (1976-2016). Task: Predict the product of the given reaction. (1) Given the reactants [C:1]([C:3]1[CH:4]=[C:5]([CH:8]=[CH:9][CH:10]=1)[CH2:6]Br)#[N:2].[P:11]([O:18]CC)([O:15][CH2:16][CH3:17])[O:12][CH2:13][CH3:14], predict the reaction product. The product is: [C:1]([C:3]1[CH:4]=[C:5]([CH:8]=[CH:9][CH:10]=1)[CH2:6][P:11](=[O:18])([O:15][CH2:16][CH3:17])[O:12][CH2:13][CH3:14])#[N:2]. (2) Given the reactants Br[C:2]1[S:6][C:5]([CH2:7][NH:8][C:9]2[N:19]=[CH:18][CH:17]=[CH:16][C:10]=2[C:11]([O:13][CH2:14][CH3:15])=[O:12])=[CH:4][CH:3]=1.[CH3:20][O:21][C:22]1[CH:48]=[C:47]([O:49][CH3:50])[CH:46]=[CH:45][C:23]=1[CH2:24][NH:25][C:26]1[C:35]2[C:30](=[CH:31][CH:32]=[C:33](B3OC(C)(C)C(C)(C)O3)[CH:34]=2)[N:29]=[CH:28][N:27]=1.ClCCl.O1CCOCC1.C(=O)([O-])[O-].[Na+].[Na+], predict the reaction product. The product is: [CH3:20][O:21][C:22]1[CH:48]=[C:47]([O:49][CH3:50])[CH:46]=[CH:45][C:23]=1[CH2:24][NH:25][C:26]1[C:35]2[C:30](=[CH:31][CH:32]=[C:33]([C:2]3[S:6][C:5]([CH2:7][NH:8][C:9]4[N:19]=[CH:18][CH:17]=[CH:16][C:10]=4[C:11]([O:13][CH2:14][CH3:15])=[O:12])=[CH:4][CH:3]=3)[CH:34]=2)[N:29]=[CH:28][N:27]=1. (3) Given the reactants [Cl:1][C:2]1[CH:3]=[C:4]([CH:8]=[CH:9][N:10]=1)[C:5]([OH:7])=[O:6].S(Cl)(Cl)=O.[CH3:15]N(C=O)C, predict the reaction product. The product is: [Cl:1][C:2]1[CH:3]=[C:4]([CH:8]=[CH:9][N:10]=1)[C:5]([O:7][CH3:15])=[O:6]. (4) Given the reactants Cl[C:2]1[N:3]=[C:4]([NH:13][C:14]2[CH:19]=[CH:18][C:17]([N:20]3[CH2:25][CH2:24][CH:23]([N:26]4[CH2:31][CH2:30][N:29]([CH3:32])[CH2:28][CH2:27]4)[CH2:22][CH2:21]3)=[CH:16][CH:15]=2)[C:5]([C:10]([NH2:12])=[O:11])=[N:6][C:7]=1[CH2:8][CH3:9].[NH2:33][CH2:34][CH:35]1[CH2:40][CH2:39][N:38]([C:41]([O:43][C:44]([CH3:47])([CH3:46])[CH3:45])=[O:42])[CH2:37][CH2:36]1.C(N(C(C)C)CC)(C)C, predict the reaction product. The product is: [C:10]([C:5]1[N:6]=[C:7]([CH2:8][CH3:9])[C:2]([NH:33][CH2:34][CH:35]2[CH2:40][CH2:39][N:38]([C:41]([O:43][C:44]([CH3:47])([CH3:46])[CH3:45])=[O:42])[CH2:37][CH2:36]2)=[N:3][C:4]=1[NH:13][C:14]1[CH:19]=[CH:18][C:17]([N:20]2[CH2:25][CH2:24][CH:23]([N:26]3[CH2:31][CH2:30][N:29]([CH3:32])[CH2:28][CH2:27]3)[CH2:22][CH2:21]2)=[CH:16][CH:15]=1)(=[O:11])[NH2:12]. (5) Given the reactants [CH:1]1([N:4]([CH:18]2[CH2:23][CH2:22][NH:21][CH2:20][CH2:19]2)[C:5](=[O:17])[C:6]2[CH:11]=[CH:10][C:9]([C:12]3[O:16][CH:15]=[N:14][CH:13]=3)=[CH:8][CH:7]=2)[CH2:3][CH2:2]1.F[C:25]1[CH:30]=[CH:29][CH:28]=[CH:27][N:26]=1, predict the reaction product. The product is: [CH:1]1([N:4]([CH:18]2[CH2:23][CH2:22][N:21]([C:25]3[CH:30]=[CH:29][CH:28]=[CH:27][N:26]=3)[CH2:20][CH2:19]2)[C:5](=[O:17])[C:6]2[CH:7]=[CH:8][C:9]([C:12]3[O:16][CH:15]=[N:14][CH:13]=3)=[CH:10][CH:11]=2)[CH2:3][CH2:2]1.